Dataset: Forward reaction prediction with 1.9M reactions from USPTO patents (1976-2016). Task: Predict the product of the given reaction. (1) The product is: [CH:1]1([NH:6][C:8]2[CH:13]=[CH:12][C:11]([N+:14]([O-:16])=[O:15])=[CH:10][N:9]=2)[CH2:5][CH2:4][CH2:3][CH2:2]1. Given the reactants [CH:1]1([NH2:6])[CH2:5][CH2:4][CH2:3][CH2:2]1.Cl[C:8]1[CH:13]=[CH:12][C:11]([N+:14]([O-:16])=[O:15])=[CH:10][N:9]=1, predict the reaction product. (2) Given the reactants [Cl-].O[NH3+:3].[C:4](=[O:7])([O-])[OH:5].[Na+].CS(C)=O.[CH2:13]([C:17]1[N:18]=[C:19]([CH3:45])[N:20]([CH2:39][CH:40]2[CH2:44][CH2:43][CH2:42][O:41]2)[C:21](=[O:38])[C:22]=1[CH2:23][C:24]1[CH:29]=[CH:28][C:27]([C:30]2[C:31]([C:36]#[N:37])=[CH:32][CH:33]=[CH:34][CH:35]=2)=[CH:26][CH:25]=1)[CH2:14][CH2:15][CH3:16], predict the reaction product. The product is: [CH2:13]([C:17]1[N:18]=[C:19]([CH3:45])[N:20]([CH2:39][CH:40]2[CH2:44][CH2:43][CH2:42][O:41]2)[C:21](=[O:38])[C:22]=1[CH2:23][C:24]1[CH:25]=[CH:26][C:27]([C:30]2[CH:35]=[CH:34][CH:33]=[CH:32][C:31]=2[C:36]2[NH:3][C:4](=[O:7])[O:5][N:37]=2)=[CH:28][CH:29]=1)[CH2:14][CH2:15][CH3:16].